The task is: Predict which catalyst facilitates the given reaction.. This data is from Catalyst prediction with 721,799 reactions and 888 catalyst types from USPTO. (1) Reactant: [NH:1]1[C:9]2[C:4](=[CH:5][CH:6]=[CH:7][CH:8]=2)[CH:3]=[CH:2]1.[Li]CCCC.[B:15](OC(C)C)([O:20]C(C)C)[O:16]C(C)C.Cl.C([O-])(O)=O.[Na+]. Product: [NH:1]1[C:9]2[C:4](=[CH:5][CH:6]=[CH:7][CH:8]=2)[CH:3]=[C:2]1[B:15]([OH:20])[OH:16]. The catalyst class is: 1. (2) Reactant: [CH3:1][C:2]1[CH:3]=[C:4]([N+:9]([O-:11])=[O:10])[CH:5]=[C:6]([CH3:8])[CH:7]=1.[O-:12][Mn](=O)(=O)=O.[K+].[OH2:18]. Product: [CH3:1][C:2]1[CH:7]=[C:6]([CH:5]=[C:4]([N+:9]([O-:11])=[O:10])[CH:3]=1)[C:8]([OH:12])=[O:18]. The catalyst class is: 17. (3) Reactant: Br[C:2]1[CH:7]=[C:6]([C:8]([CH3:11])([CH3:10])[CH3:9])[CH:5]=[C:4]([Br:12])[CH:3]=1.[Li]CCCC.CN([CH:21]=[O:22])C. Product: [Br:12][C:4]1[CH:3]=[C:2]([CH:7]=[C:6]([C:8]([CH3:11])([CH3:10])[CH3:9])[CH:5]=1)[CH:21]=[O:22]. The catalyst class is: 1. (4) Reactant: [CH2:1]([Li])CCC.[CH3:6][O:7][C:8]1[CH:9]=[C:10]([CH:31]=O)[C:11]2[O:15][C:14]([C:16]3[CH:21]=[CH:20][C:19]([O:22][CH3:23])=[CH:18][CH:17]=3)=[C:13]([C:24]3[CH:29]=[CH:28][CH:27]=[CH:26][CH:25]=3)[C:12]=2[CH:30]=1. Product: [CH3:6][O:7][C:8]1[CH:9]=[C:10]([CH:31]=[CH2:1])[C:11]2[O:15][C:14]([C:16]3[CH:21]=[CH:20][C:19]([O:22][CH3:23])=[CH:18][CH:17]=3)=[C:13]([C:24]3[CH:29]=[CH:28][CH:27]=[CH:26][CH:25]=3)[C:12]=2[CH:30]=1. The catalyst class is: 1. (5) Reactant: [CH2:1]([O:3][C:4]([C:6]1[C:10]([CH3:11])=[CH:9][NH:8][C:7]=1[CH2:12][C:13](=O)[NH:14][CH2:15][CH2:16][N:17]([CH2:20][CH3:21])[CH2:18][CH3:19])=[O:5])[CH3:2].O.Cl.[OH-].[Na+]. Product: [CH2:1]([O:3][C:4]([C:6]1[C:10]([CH3:11])=[CH:9][NH:8][C:7]=1[CH2:12][CH2:13][NH:14][CH2:15][CH2:16][N:17]([CH2:20][CH3:21])[CH2:18][CH3:19])=[O:5])[CH3:2]. The catalyst class is: 7. (6) Reactant: FC(F)(F)C(O)=O.[CH:8]1([C:11]2[CH:16]=[CH:15][C:14]([CH:17]3[N:21]([CH2:22][CH2:23][C:24]4[CH:29]=[CH:28][C:27]([O:30][CH3:31])=[CH:26][CH:25]=4)[C:20](=[O:32])[C:19]4([CH2:37][CH2:36][NH:35][CH2:34][CH2:33]4)[N:18]3[CH3:38])=[CH:13][CH:12]=2)[CH2:10][CH2:9]1.C(N(CC)CC)C.[O:46]1[C:50]([C:51](Cl)=[O:52])=[CH:49][CH:48]=[N:47]1. Product: [CH:8]1([C:11]2[CH:16]=[CH:15][C:14]([CH:17]3[N:21]([CH2:22][CH2:23][C:24]4[CH:29]=[CH:28][C:27]([O:30][CH3:31])=[CH:26][CH:25]=4)[C:20](=[O:32])[C:19]4([CH2:33][CH2:34][N:35]([C:51]([C:50]5[O:46][N:47]=[CH:48][CH:49]=5)=[O:52])[CH2:36][CH2:37]4)[N:18]3[CH3:38])=[CH:13][CH:12]=2)[CH2:10][CH2:9]1. The catalyst class is: 2. (7) Reactant: [OH:1][CH2:2][CH:3]1[CH2:8][CH2:7][N:6]([C:9]([O:11][C:12]([CH3:15])([CH3:14])[CH3:13])=[O:10])[CH2:5][CH2:4]1.[H-].[Na+].Br[C:19]1[S:23][N:22]=[CH:21][C:20]=1[N+:24]([O-:26])=[O:25]. Product: [N+:24]([C:20]1[CH:21]=[N:22][S:23][C:19]=1[O:1][CH2:2][CH:3]1[CH2:8][CH2:7][N:6]([C:9]([O:11][C:12]([CH3:15])([CH3:14])[CH3:13])=[O:10])[CH2:5][CH2:4]1)([O-:26])=[O:25]. The catalyst class is: 1.